This data is from Full USPTO retrosynthesis dataset with 1.9M reactions from patents (1976-2016). The task is: Predict the reactants needed to synthesize the given product. (1) Given the product [C:31]([C:14]1[CH:15]=[C:16]([NH:17][C:18]([NH:20][C:21]2[C:30]3[C:25](=[CH:26][CH:27]=[CH:28][CH:29]=3)[CH:24]=[CH:23][CH:22]=2)=[O:19])[N:12]([C:9]2[CH:8]=[CH:7][C:6]([CH2:5][C:4]([NH2:36])=[O:35])=[CH:11][CH:10]=2)[N:13]=1)([CH3:34])([CH3:33])[CH3:32], predict the reactants needed to synthesize it. The reactants are: C(O[C:4](=[O:35])[CH2:5][C:6]1[CH:11]=[CH:10][C:9]([N:12]2[C:16]([NH:17][C:18]([NH:20][C:21]3[C:30]4[C:25](=[CH:26][CH:27]=[CH:28][CH:29]=4)[CH:24]=[CH:23][CH:22]=3)=[O:19])=[CH:15][C:14]([C:31]([CH3:34])([CH3:33])[CH3:32])=[N:13]2)=[CH:8][CH:7]=1)C.[NH3:36].CO. (2) Given the product [CH:1]1([C:1]2[CH:6]=[CH:5][CH:4]=[CH:3][CH:2]=2)[CH2:6][CH2:5][CH2:4][CH2:3][CH2:2]1, predict the reactants needed to synthesize it. The reactants are: [CH:1]1[CH:6]=[CH:5][CH:4]=[CH:3][CH:2]=1.[H][H]. (3) Given the product [O:23]=[C:24]([CH2:30][O:31][Si:32]([CH3:37])([CH3:38])[C:33]([CH3:35])([CH3:34])[CH3:36])[C:25]([O:27][CH2:28][CH3:29])=[O:26], predict the reactants needed to synthesize it. The reactants are: CC(OI1(OC(C)=O)(OC(C)=O)OC(=O)C2C1=CC=CC=2)=O.[OH:23][CH:24]([CH2:30][O:31][Si:32]([CH3:38])([CH3:37])[C:33]([CH3:36])([CH3:35])[CH3:34])[C:25]([O:27][CH2:28][CH3:29])=[O:26]. (4) Given the product [Cl:1][C:2]1[C:14]2[C:13](=[O:15])[C:12]3[CH:11]=[N:10][CH:9]=[CH:8][C:7]=3[C:6]=2[C:5]2[CH:16]=[CH:17][C:18]([O:20][CH2:28][CH3:29])=[CH:19][C:4]=2[N:3]=1, predict the reactants needed to synthesize it. The reactants are: [Cl:1][C:2]1[C:14]2[C:13](=[O:15])[C:12]3[CH:11]=[N:10][CH:9]=[CH:8][C:7]=3[C:6]=2[C:5]2[CH:16]=[CH:17][C:18]([OH:20])=[CH:19][C:4]=2[N:3]=1.C(=O)([O-])[O-].[K+].[K+].I[CH2:28][CH3:29]. (5) Given the product [NH2:1][C:2]1[N:7]=[C:6]([C:8]([OH:16])=[O:20])[CH:5]=[C:4]([C:10]2[O:11][CH:12]=[CH:13][CH:14]=2)[N:3]=1, predict the reactants needed to synthesize it. The reactants are: [NH2:1][C:2]1[N:7]=[C:6]([C:8]#N)[CH:5]=[C:4]([C:10]2[O:11][CH:12]=[CH:13][CH:14]=2)[N:3]=1.S(=O)(=O)(O)[OH:16].[OH2:20]. (6) Given the product [Br:37][C:38]1[CH:39]=[CH:40][C:41]([I:46])=[C:42](/[CH:43]=[CH:9]\[C:8]2[CH:29]=[C:4]([Br:3])[CH:5]=[CH:6][C:7]=2[I:30])[CH:45]=1, predict the reactants needed to synthesize it. The reactants are: [PH4+].[Br-].[Br:3][C:4]1[CH:5]=[CH:6][C:7]([I:30])=[C:8]([CH:29]=1)[CH2:9][P+](C1C=CC=CC=1)(C1C=CC=CC=1)C1C=CC=CC=1.CC(C)([O-])C.[K+].[Br:37][C:38]1[CH:39]=[CH:40][C:41]([I:46])=[C:42]([CH:45]=1)[CH:43]=O. (7) Given the product [Cl:19][CH2:18][C:17]1[CH:16]=[C:15]([OH:14])[N:3]2[N:4]=[C:5]([C:7]3[O:8][CH:9]=[CH:10][CH:11]=3)[CH:6]=[C:2]2[N:1]=1, predict the reactants needed to synthesize it. The reactants are: [NH2:1][C:2]1[CH:6]=[C:5]([C:7]2[O:8][CH:9]=[CH:10][CH:11]=2)[NH:4][N:3]=1.C([O:14][C:15](=O)[CH2:16][C:17](=O)[CH2:18][Cl:19])C.